The task is: Predict the product of the given reaction.. This data is from Forward reaction prediction with 1.9M reactions from USPTO patents (1976-2016). (1) The product is: [C:8]([N:11]1[CH:16]=[C:15]([C:17]2[CH:6]=[C:5]([O:4][C:1](=[O:3])[CH3:2])[C:20]([O:24][C:1](=[O:3])[CH3:2])=[C:21]([O:23][C:5](=[O:4])[CH3:6])[CH:22]=2)[N:14]([CH2:26][C:27]([OH:29])=[O:28])[C:13](=[O:30])[CH:12]1[CH:31]([CH3:33])[CH3:32])(=[O:10])[CH3:9]. Given the reactants [C:1]([O:4][C:5](=O)[CH3:6])(=[O:3])[CH3:2].[C:8]([N:11]1[CH:16]=[C:15]([C:17]2[CH:22]=[C:21]([OH:23])[C:20]([OH:24])=C(O)C=2)[N:14]([CH2:26][C:27]([OH:29])=[O:28])[C:13](=[O:30])[CH:12]1[CH:31]([CH3:33])[CH3:32])(=[O:10])[CH3:9], predict the reaction product. (2) Given the reactants [Si]([O:8][CH2:9][C:10]1[CH:11]=[C:12]2[C:16](=[CH:17][CH:18]=1)[NH:15][CH:14]=[C:13]2[C:19](=[O:28])[CH:20](Cl)[C:21]1[CH:26]=[CH:25][CH:24]=[CH:23][CH:22]=1)(C(C)(C)C)(C)C.[CH3:29][O:30][C:31]1[CH:32]=[C:33]([CH:35]=[CH:36][CH:37]=1)[NH2:34], predict the reaction product. The product is: [OH:8][CH2:9][C:10]1[CH:11]=[C:12]2[C:16](=[CH:17][CH:18]=1)[NH:15][CH:14]=[C:13]2[C:19](=[O:28])[CH:20]([NH:34][C:33]1[CH:35]=[CH:36][CH:37]=[C:31]([O:30][CH3:29])[CH:32]=1)[C:21]1[CH:22]=[CH:23][CH:24]=[CH:25][CH:26]=1. (3) Given the reactants [Cl:1][C:2]1[CH:3]=[C:4]2[C:9](=[CH:10][CH:11]=1)[NH:8][CH:7]([C:12]1[CH:13]=[C:14]([S:18](Cl)(=[O:20])=[O:19])[CH:15]=[CH:16][CH:17]=1)[CH2:6][C:5]2([CH3:23])[CH3:22].[N:24]1C=CC=C[CH:25]=1.Cl.CN, predict the reaction product. The product is: [Cl:1][C:2]1[CH:3]=[C:4]2[C:9](=[CH:10][CH:11]=1)[NH:8][CH:7]([C:12]1[CH:13]=[C:14]([S:18]([NH:24][CH3:25])(=[O:20])=[O:19])[CH:15]=[CH:16][CH:17]=1)[CH2:6][C:5]2([CH3:23])[CH3:22]. (4) Given the reactants C1C=[N+]([C@@H]2O[C@H](COP(OP(OC[C@H]3O[C@@H](N4C5N=CN=C(N)C=5N=C4)[C@H](O)[C@@H]3O)(O)=O)(O)=O)[C@@H](O)[C@H]2O)C=C(C(N)=O)C=1.O=C[C@@H]([C@H]([C@@H]([C@@H](CO)O)O)O)O.Cl.[Cl:58][CH2:59][C:60]([C:62]1[CH:63]=[N:64][CH:65]=[CH:66][CH:67]=1)=[O:61], predict the reaction product. The product is: [Cl:58][CH2:59][C@H:60]([C:62]1[CH:63]=[N:64][CH:65]=[CH:66][CH:67]=1)[OH:61].